Task: Predict which catalyst facilitates the given reaction.. Dataset: Catalyst prediction with 721,799 reactions and 888 catalyst types from USPTO (1) Reactant: [C:1]([O:5][C:6]([N:8]1[CH2:13][CH2:12][CH:11]([CH:14]=O)[CH2:10][CH2:9]1)=[O:7])([CH3:4])([CH3:3])[CH3:2].[C:16]([CH2:18][C:19]([O:21]C)=O)#[N:17].[NH2:23][C:24]([NH2:26])=[S:25].N1CCCCC1. Product: [C:1]([O:5][C:6]([N:8]1[CH2:9][CH2:10][CH:11]([C:14]2[N:23]=[C:24]([SH:25])[NH:26][C:19](=[O:21])[C:18]=2[C:16]#[N:17])[CH2:12][CH2:13]1)=[O:7])([CH3:2])([CH3:3])[CH3:4]. The catalyst class is: 8. (2) Reactant: Cl.[CH3:2][O:3][C:4]([C@@H:6]1[C@@H:10]([OH:11])[CH2:9][CH2:8][NH:7]1)=[O:5].CCN(CC)CC.[C:19](O[C:19]([O:21][C:22]([CH3:25])([CH3:24])[CH3:23])=[O:20])([O:21][C:22]([CH3:25])([CH3:24])[CH3:23])=[O:20]. Product: [CH3:2][O:3][C:4]([C@@H:6]1[C@@H:10]([OH:11])[CH2:9][CH2:8][N:7]1[C:19]([O:21][C:22]([CH3:25])([CH3:24])[CH3:23])=[O:20])=[O:5]. The catalyst class is: 2. (3) The catalyst class is: 185. Product: [CH3:27][C@H:25]1[CH2:26][N:21]2[N:20]=[CH:19][C:18]([N:16]3[C:2](=[O:1])[CH2:3][C:4]4([CH2:5][N:6]([C:8]([O:10][C:11]([CH3:13])([CH3:12])[CH3:14])=[O:9])[CH2:7]4)[CH2:15]3)=[C:22]2[CH2:23][NH:24]1. Reactant: [O:1]=[C:2]1[NH:16][CH2:15][C:4]2([CH2:7][N:6]([C:8]([O:10][C:11]([CH3:14])([CH3:13])[CH3:12])=[O:9])[CH2:5]2)[CH2:3]1.I[C:18]1[CH:19]=[N:20][N:21]2[CH2:26][C@H:25]([CH3:27])[NH:24][CH2:23][C:22]=12.CN[C@@H]1CCCC[C@H]1NC.[O-]P([O-])([O-])=O.[K+].[K+].[K+]. (4) Product: [Cl:1][C:2]1[CH:7]=[CH:6][CH:5]=[CH:4][C:3]=1[C:8]1[N:9]([C:24]2[CH:25]=[CH:26][C:27]([Cl:30])=[CH:28][CH:29]=2)[C:10]2[C:15]([N:16]=1)=[C:14]([NH:17][CH:18]1[CH2:23][CH2:22][N:21]([C:31](=[O:33])[CH3:32])[CH2:20][CH2:19]1)[N:13]=[CH:12][N:11]=2. The catalyst class is: 17. Reactant: [Cl:1][C:2]1[CH:7]=[CH:6][CH:5]=[CH:4][C:3]=1[C:8]1[N:9]([C:24]2[CH:29]=[CH:28][C:27]([Cl:30])=[CH:26][CH:25]=2)[C:10]2[C:15]([N:16]=1)=[C:14]([NH:17][CH:18]1[CH2:23][CH2:22][NH:21][CH2:20][CH2:19]1)[N:13]=[CH:12][N:11]=2.[C:31](OC(=O)C)(=[O:33])[CH3:32]. (5) Reactant: C([O:4][CH2:5][C:6]1[N:7]([CH2:20][CH:21]2[CH2:26][CH2:25][O:24][CH2:23][CH2:22]2)[C:8]2[C:17]3[CH:16]=[CH:15][C:14]([Br:18])=[CH:13][C:12]=3[N:11]=[CH:10][C:9]=2[N:19]=1)(=O)C.C(=O)(O)[O-].[Na+].[OH-].[NH4+:33].C1(S(Cl)(=O)=O)C=CC=CC=1. Product: [NH2:33][C:10]1[C:9]2[N:19]=[C:6]([CH2:5][OH:4])[N:7]([CH2:20][CH:21]3[CH2:26][CH2:25][O:24][CH2:23][CH2:22]3)[C:8]=2[C:17]2[CH:16]=[CH:15][C:14]([Br:18])=[CH:13][C:12]=2[N:11]=1. The catalyst class is: 408. (6) Product: [C:47]([O:46][C:44]([NH:51][CH2:52][CH2:53][C:54]([NH:13][CH2:14][C:15]1[CH:23]=[CH:22][CH:21]=[C:20]2[C:16]=1[C:17](=[O:33])[N:18]([CH:25]1[CH2:30][CH2:29][C:28](=[O:31])[NH:27][C:26]1=[O:32])[C:19]2=[O:24])=[O:55])=[O:45])([CH3:50])([CH3:49])[CH3:48]. Reactant: N12CCCN=C1CCCCC2.Cl.[NH2:13][CH2:14][C:15]1[CH:23]=[CH:22][CH:21]=[C:20]2[C:16]=1[C:17](=[O:33])[N:18]([CH:25]1[CH2:30][CH2:29][C:28](=[O:31])[NH:27][C:26]1=[O:32])[C:19]2=[O:24].ON1C2C=CC=CC=2N=N1.[C:44]([NH:51][CH2:52][CH2:53][C:54](O)=[O:55])([O:46][C:47]([CH3:50])([CH3:49])[CH3:48])=[O:45].Cl.CN(C)CCCN=C=NCC.CCC1(C2C=CC=CC=2)C(=O)NC(=O)NC1=O. The catalyst class is: 23. (7) Reactant: [NH2:1][C:2]1[CH:3]=[C:4]([CH:21]=[CH:22][CH:23]=1)[O:5][C:6]1[CH:18]=[CH:17][C:9]2[N:10]=[C:11]([NH:13][C:14](=[O:16])[CH3:15])[S:12][C:8]=2[C:7]=1[C:19]#[N:20].[N:24]([C:27]1[CH:32]=[CH:31][C:30]([C:33]([CH3:36])([CH3:35])[CH3:34])=[CH:29][CH:28]=1)=[C:25]=[O:26]. Product: [C:33]([C:30]1[CH:31]=[CH:32][C:27]([NH:24][C:25]([NH:1][C:2]2[CH:3]=[C:4]([CH:21]=[CH:22][CH:23]=2)[O:5][C:6]2[CH:18]=[CH:17][C:9]3[N:10]=[C:11]([NH:13][C:14](=[O:16])[CH3:15])[S:12][C:8]=3[C:7]=2[C:19]#[N:20])=[O:26])=[CH:28][CH:29]=1)([CH3:36])([CH3:34])[CH3:35]. The catalyst class is: 42. (8) Reactant: [CH3:1][NH:2][CH2:3][CH2:4][CH2:5][CH2:6][CH:7]([C:19]1[CH:24]=[CH:23][CH:22]=[CH:21][CH:20]=1)[O:8][C:9]1[CH:14]=[CH:13][C:12]([C:15]([F:18])([F:17])[F:16])=[CH:11][CH:10]=1.C=O.[CH:27](O)=O. Product: [CH3:1][N:2]([CH3:27])[CH2:3][CH2:4][CH2:5][CH2:6][CH:7]([C:19]1[CH:24]=[CH:23][CH:22]=[CH:21][CH:20]=1)[O:8][C:9]1[CH:14]=[CH:13][C:12]([C:15]([F:18])([F:17])[F:16])=[CH:11][CH:10]=1. The catalyst class is: 6. (9) Reactant: [CH3:1][O:2][C:3]1[CH:4]=[C:5]([CH:20]=[CH:21][C:22]=1[O:23][CH3:24])[CH:6]=[N:7][NH:8][C:9]([CH:11]1[CH2:13][CH:12]1[C:14]1[CH:19]=[CH:18][CH:17]=[CH:16][CH:15]=1)=[O:10].[H-].[Na+].[CH3:27]I. Product: [CH3:1][O:2][C:3]1[CH:4]=[C:5]([CH:20]=[CH:21][C:22]=1[O:23][CH3:24])[CH:6]=[N:7][N:8]([CH3:27])[C:9]([C@@H:11]1[CH2:13][C@H:12]1[C:14]1[CH:19]=[CH:18][CH:17]=[CH:16][CH:15]=1)=[O:10]. The catalyst class is: 3.